From a dataset of Retrosynthesis with 50K atom-mapped reactions and 10 reaction types from USPTO. Predict the reactants needed to synthesize the given product. (1) The reactants are: COc1ccc(CN2C[C@@H](C(C)(C)S(=O)(=O)c3cccc(C(F)(F)F)c3)CC2=O)cc1. Given the product CC(C)([C@@H]1CNC(=O)C1)S(=O)(=O)c1cccc(C(F)(F)F)c1, predict the reactants needed to synthesize it. (2) Given the product N#CCCCN1CCOCC1, predict the reactants needed to synthesize it. The reactants are: C1COCCN1.N#CCCCBr. (3) Given the product CC(=O)NCCc1cccc(F)c1, predict the reactants needed to synthesize it. The reactants are: CC(=O)OC(C)=O.NCCc1cccc(F)c1.